Predict the reaction yield, written as a fraction of the theoretical maximum amount of product (1.0 means a 100% yield; for example, 0.34 means a 34% yield). From a dataset of Reaction yield outcomes from USPTO patents with 853,638 reactions. The reactants are C([O:3][C:4]([C:6]1[CH:7]=[C:8]2[C:13](=[C:14]([C:16]#[N:17])[CH:15]=1)[O:12][C:11]([CH3:19])([CH3:18])[CH2:10][C:9]2([CH3:21])[CH3:20])=[O:5])C.[OH-].[Na+].Cl. The catalyst is C(O)C. The product is [C:16]([C:14]1[CH:15]=[C:6]([C:4]([OH:5])=[O:3])[CH:7]=[C:8]2[C:13]=1[O:12][C:11]([CH3:18])([CH3:19])[CH2:10][C:9]2([CH3:20])[CH3:21])#[N:17]. The yield is 0.940.